This data is from CYP2C19 inhibition data for predicting drug metabolism from PubChem BioAssay. The task is: Regression/Classification. Given a drug SMILES string, predict its absorption, distribution, metabolism, or excretion properties. Task type varies by dataset: regression for continuous measurements (e.g., permeability, clearance, half-life) or binary classification for categorical outcomes (e.g., BBB penetration, CYP inhibition). Dataset: cyp2c19_veith. (1) The drug is Fc1ccc2nc(Nc3nc4c(s3)CCCC4)sc2c1. The result is 1 (inhibitor). (2) The compound is CCn1c(=O)[nH]c2ccccc2c1=O. The result is 0 (non-inhibitor). (3) The compound is COc1ccccc1OC(C)c1nnc(SCC(=O)Nc2c(C)n(C)n(-c3ccccc3)c2=O)n1-c1ccccc1. The result is 0 (non-inhibitor). (4) The drug is COc1ccc(-n2c(=O)c(-c3ccc(F)cc3)nc3cnc(N4CCOCC4)nc32)cc1. The result is 0 (non-inhibitor). (5) The compound is O=C(CSc1ccc(Cl)cc1)Nc1cccc(NC(=O)c2ccco2)c1. The result is 1 (inhibitor). (6) The molecule is CC(C)(CO)[C@H](O)C(=O)NCCC(=O)[O-].CC(C)(CO)[C@H](O)C(=O)NCCC(=O)[O-].O.[Ca+2]. The result is 0 (non-inhibitor). (7) The compound is C/C(=C\C1CCCCC1)C(NC(=O)c1ccc(C(F)(F)F)cc1)c1ccc(-c2ccccc2)cc1. The result is 0 (non-inhibitor). (8) The result is 0 (non-inhibitor). The drug is O=C(c1csnn1)N1CCC2(CCN(Cc3cc(C(F)(F)F)cc(C(F)(F)F)c3)CC2)CC1.